This data is from Full USPTO retrosynthesis dataset with 1.9M reactions from patents (1976-2016). The task is: Predict the reactants needed to synthesize the given product. (1) Given the product [C:15]([N:9]1[C:10]([CH2:11][O:12][CH2:13][CH3:14])=[C:6]([C:4]([OH:5])=[O:3])[CH:7]=[N:8]1)([CH3:16])([CH3:17])[CH3:18], predict the reactants needed to synthesize it. The reactants are: C([O:3][C:4]([C:6]1[CH:7]=[N:8][N:9]([C:15]([CH3:18])([CH3:17])[CH3:16])[C:10]=1[CH2:11][O:12][CH2:13][CH3:14])=[O:5])C.O.[OH-].[Li+].[OH-].[Na+]. (2) The reactants are: Br[C:2]1[CH:3]=[C:4]2[CH:10]=[CH:9][NH:8][C:5]2=[N:6][CH:7]=1.[B:11]1([B:11]2[O:15][C:14]([CH3:17])([CH3:16])[C:13]([CH3:19])([CH3:18])[O:12]2)[O:15][C:14]([CH3:17])([CH3:16])[C:13]([CH3:19])([CH3:18])[O:12]1.C([O-])(=O)C.[K+].C(Cl)Cl. Given the product [CH3:18][C:13]1([CH3:19])[C:14]([CH3:17])([CH3:16])[O:15][B:11]([C:2]2[CH:3]=[C:4]3[CH:10]=[CH:9][NH:8][C:5]3=[N:6][CH:7]=2)[O:12]1, predict the reactants needed to synthesize it.